This data is from Reaction yield outcomes from USPTO patents with 853,638 reactions. The task is: Predict the reaction yield, written as a fraction of the theoretical maximum amount of product (1.0 means a 100% yield; for example, 0.34 means a 34% yield). (1) The catalyst is Cl[Cu].CN(C=O)C. The yield is 0.480. The product is [Cl:11][C:12]1[CH:17]=[C:16]([Cl:18])[CH:15]=[CH:14][C:13]=1[O:19][C:6]1[CH:5]=[C:4]([N+:1]([O-:3])=[O:2])[CH:9]=[CH:8][CH:7]=1. The reactants are [N+:1]([C:4]1[CH:5]=[C:6](Br)[CH:7]=[CH:8][CH:9]=1)([O-:3])=[O:2].[Cl:11][C:12]1[CH:17]=[C:16]([Cl:18])[CH:15]=[CH:14][C:13]=1[OH:19].C(=O)([O-])[O-].[K+].[K+]. (2) The reactants are [CH3:1][C:2]1([CH3:16])[CH2:7][C:6]([CH3:9])([CH3:8])[CH2:5][C:4]([CH2:12][C:13](O)=[O:14])([CH:10]=[CH2:11])[CH2:3]1.[NH2:17]C(N)=S. The catalyst is C(O)C.C(O)(=O)C. The product is [CH3:1][C:2]1([CH3:16])[CH2:7][C:6]([CH3:9])([CH3:8])[CH2:5][C:4]([CH2:12][C:13]([NH2:17])=[O:14])([CH:10]=[CH2:11])[CH2:3]1. The yield is 0.390. (3) The reactants are C(OC(=O)[NH:7][C@H:8]([C:10]1[CH:15]=[CH:14][C:13]([Br:16])=[CH:12][N:11]=1)[CH3:9])(C)(C)C.Cl.O1CCOCC1. The catalyst is C(Cl)Cl. The product is [Br:16][C:13]1[CH:14]=[CH:15][C:10]([C@@H:8]([NH2:7])[CH3:9])=[N:11][CH:12]=1. The yield is 0.730. (4) The reactants are Br[C:2]1[S:6][C:5]([CH:7]=[O:8])=[CH:4][CH:3]=1.[OH:9][C:10]1[CH:11]=[C:12]([C:16]([F:19])([F:18])[F:17])[CH:13]=[CH:14][CH:15]=1.C(=O)([O-])[O-].[Cs+].[Cs+].O. The yield is 0.740. The product is [F:17][C:16]([F:18])([F:19])[C:12]1[CH:11]=[C:10]([CH:15]=[CH:14][CH:13]=1)[O:9][C:2]1[S:6][C:5]([CH:7]=[O:8])=[CH:4][CH:3]=1. The catalyst is CN1C(=O)CCC1. (5) The reactants are [C:1]([C:3]1[C:12](=O)[C:11]2[C:6](=[C:7]([C:17]([N:19]([CH3:21])[CH3:20])=[O:18])[CH:8]=[C:9]([N+:14]([O-:16])=[O:15])[CH:10]=2)[NH:5][CH:4]=1)#[N:2].CN(C=O)C.C(Cl)(=O)C([Cl:30])=O. The catalyst is ClCCCl. The product is [Cl:30][C:12]1[C:11]2[C:6](=[C:7]([C:17]([N:19]([CH3:21])[CH3:20])=[O:18])[CH:8]=[C:9]([N+:14]([O-:16])=[O:15])[CH:10]=2)[N:5]=[CH:4][C:3]=1[C:1]#[N:2]. The yield is 0.460. (6) The reactants are C[O-].[Na+].[Na].[NH:5]1[C:13]2[C:8](=[CH:9][C:10]([CH:14]=O)=[CH:11][CH:12]=2)[CH:7]=[CH:6]1.[N:16]([CH2:19][C:20]([O:22][CH3:23])=[O:21])=[N+:17]=[N-:18]. The catalyst is O.CO. The product is [N:16](/[C:19](=[CH:14]\[C:10]1[CH:9]=[C:8]2[C:13](=[CH:12][CH:11]=1)[NH:5][CH:6]=[CH:7]2)/[C:20]([O:22][CH3:23])=[O:21])=[N+:17]=[N-:18]. The yield is 0.770. (7) The reactants are [C:1]1([Mg]Br)[CH:6]=[CH:5][CH:4]=[CH:3][CH:2]=1.[CH:9](=[O:13])/[CH:10]=[CH:11]/[CH3:12].[Cl-].[NH4+]. The catalyst is O1CCCC1.CCOCC. The product is [C:1]1([CH:9]([OH:13])[CH:10]=[CH:11][CH3:12])[CH:6]=[CH:5][CH:4]=[CH:3][CH:2]=1. The yield is 0.999. (8) The reactants are Cl[C:2]1[C:11]([C:12]#[N:13])=[CH:10][C:9]2[C:8](=[O:14])[CH2:7][C:6]([CH3:16])([CH3:15])[CH2:5][C:4]=2[N:3]=1.[CH2:17]([NH:24][CH3:25])[C:18]1[CH:23]=[CH:22][CH:21]=[CH:20][CH:19]=1.C(N(CC)CC)C.O. The catalyst is C(O)C. The product is [CH2:17]([N:24]([CH3:25])[C:2]1[C:11]([C:12]#[N:13])=[CH:10][C:9]2[C:8](=[O:14])[CH2:7][C:6]([CH3:16])([CH3:15])[CH2:5][C:4]=2[N:3]=1)[C:18]1[CH:23]=[CH:22][CH:21]=[CH:20][CH:19]=1. The yield is 0.480. (9) The reactants are [Cl:1][C:2]1[CH:7]=[CH:6][CH:5]=[CH:4][C:3]=1/[CH:8]=[CH:9]/[CH3:10].CC[C@H]1[C@H]2C[C@H]([C@H](OC3C4C(=CC=CC=4)C(O[C@H](C4C=CN=C5C=4C=C(OC)C=C5)[C@@H]4N5C[C@H](CC)[C@@H](CC5)C4)=NN=3)C3C=CN=C4C=3C=C([O:32]C)C=C4)N(CC2)C1.CC(O)(C)C.[OH2:74]. No catalyst specified. The product is [Cl:1][C:2]1[CH:7]=[CH:6][CH:5]=[CH:4][C:3]=1[C@H:8]([OH:32])[C@@H:9]([OH:74])[CH3:10]. The yield is 0.900.